Dataset: Forward reaction prediction with 1.9M reactions from USPTO patents (1976-2016). Task: Predict the product of the given reaction. Given the reactants [N:1]12[CH2:8][CH2:7][CH:4]([CH2:5][CH2:6]1)[CH2:3][C:2]2=O.[C:10]([O:14][C:15]([N:17]1[CH2:22][CH2:21][NH:20][CH2:19][CH2:18]1)=[O:16])([CH3:13])([CH3:12])[CH3:11].C(O)C.C([BH3-])#N.[Na+], predict the reaction product. The product is: [N:1]12[CH2:8][CH2:7][CH:4]([CH2:5][CH2:6]1)[CH:3]([N:20]1[CH2:19][CH2:18][N:17]([C:15]([O:14][C:10]([CH3:13])([CH3:12])[CH3:11])=[O:16])[CH2:22][CH2:21]1)[CH2:2]2.